From a dataset of Reaction yield outcomes from USPTO patents with 853,638 reactions. Predict the reaction yield, written as a fraction of the theoretical maximum amount of product (1.0 means a 100% yield; for example, 0.34 means a 34% yield). (1) The reactants are Br[CH2:2][C:3](=O)[CH2:4][CH:5]1[CH2:10][CH2:9][CH2:8][CH2:7][CH2:6]1.[NH2:12][C:13]([NH2:15])=[S:14]. The catalyst is CCO. The product is [CH:5]1([CH2:4][C:3]2[N:12]=[C:13]([NH2:15])[S:14][CH:2]=2)[CH2:10][CH2:9][CH2:8][CH2:7][CH2:6]1. The yield is 0.440. (2) The reactants are [Cl:1][C:2]1[S:6][C:5]([S:7]([NH:10][C:11]2[CH:19]=[CH:18][C:14]([C:15]([OH:17])=[O:16])=[C:13]([OH:20])[CH:12]=2)(=[O:9])=[O:8])=[CH:4][C:3]=1[C:21]1[CH:26]=[CH:25][CH:24]=[C:23]([F:27])[CH:22]=1.[CH2:28](O)[CH2:29][OH:30]. No catalyst specified. The product is [Cl:1][C:2]1[S:6][C:5]([S:7]([NH:10][C:11]2[CH:19]=[CH:18][C:14]([C:15]([O:17][CH2:28][CH2:29][OH:30])=[O:16])=[C:13]([OH:20])[CH:12]=2)(=[O:8])=[O:9])=[CH:4][C:3]=1[C:21]1[CH:26]=[CH:25][CH:24]=[C:23]([F:27])[CH:22]=1. The yield is 0.580.